The task is: Regression. Given two drug SMILES strings and cell line genomic features, predict the synergy score measuring deviation from expected non-interaction effect.. This data is from NCI-60 drug combinations with 297,098 pairs across 59 cell lines. Drug 1: C1C(C(OC1N2C=NC3=C(N=C(N=C32)Cl)N)CO)O. Drug 2: CC1CCC2CC(C(=CC=CC=CC(CC(C(=O)C(C(C(=CC(C(=O)CC(OC(=O)C3CCCCN3C(=O)C(=O)C1(O2)O)C(C)CC4CCC(C(C4)OC)OCCO)C)C)O)OC)C)C)C)OC. Cell line: UACC62. Synergy scores: CSS=16.6, Synergy_ZIP=-1.24, Synergy_Bliss=-1.43, Synergy_Loewe=-10.2, Synergy_HSA=-1.48.